From a dataset of Reaction yield outcomes from USPTO patents with 853,638 reactions. Predict the reaction yield, written as a fraction of the theoretical maximum amount of product (1.0 means a 100% yield; for example, 0.34 means a 34% yield). (1) The reactants are C(O[C:5]([C:7]1[N:8]([N:13]([C:19](=[O:26])[CH2:20][C:21]([O:23][CH2:24][CH3:25])=[O:22])[CH2:14][CH2:15][CH:16]([CH3:18])[CH3:17])[CH:9]=[C:10]([F:12])[CH:11]=1)=[O:6])C=C.[O-]CC.[Na+].CO. The catalyst is C(O)C.ClCCl. The product is [CH2:24]([O:23][C:21]([C:20]1[C:19](=[O:26])[N:13]([CH2:14][CH2:15][CH:16]([CH3:17])[CH3:18])[N:8]2[CH:9]=[C:10]([F:12])[CH:11]=[C:7]2[C:5]=1[OH:6])=[O:22])[CH3:25]. The yield is 0.491. (2) The reactants are [Si:1]([O:8]S(C(F)(F)F)(=O)=O)([C:4]([CH3:7])([CH3:6])[CH3:5])([CH3:3])[CH3:2].O[C@@H:17]1[N:23]([C:24]([O:26][CH2:27][CH:28]=[CH2:29])=[O:25])[C:22]2[CH:30]=[C:31]([O:36][Si:37]([CH:44]([CH3:46])[CH3:45])([CH:41]([CH3:43])[CH3:42])[CH:38]([CH3:40])[CH3:39])[C:32]([O:34][CH3:35])=[CH:33][C:21]=2[C:20](=[O:47])[N:19]2[CH:48]=[C:49]([CH3:51])[CH2:50][C@@H:18]12.N1C(C)=CC=CC=1C. The catalyst is ClCCl. The product is [Si:1]([O:8][C@@H:17]1[N:23]([C:24]([O:26][CH2:27][CH:28]=[CH2:29])=[O:25])[C:22]2[CH:30]=[C:31]([O:36][Si:37]([CH:41]([CH3:42])[CH3:43])([CH:44]([CH3:46])[CH3:45])[CH:38]([CH3:39])[CH3:40])[C:32]([O:34][CH3:35])=[CH:33][C:21]=2[C:20](=[O:47])[N:19]2[CH:48]=[C:49]([CH3:51])[CH2:50][C@@H:18]12)([C:4]([CH3:7])([CH3:6])[CH3:5])([CH3:3])[CH3:2]. The yield is 0.850.